From a dataset of Forward reaction prediction with 1.9M reactions from USPTO patents (1976-2016). Predict the product of the given reaction. The product is: [O:16]=[C:1]1[C:9]2[C:4](=[CH:5][C:6]([NH:10][C:11](=[O:13])[CH3:12])=[CH:7][CH:8]=2)[CH2:3][CH2:2]1. Given the reactants [CH2:1]1[C:9]2[C:4](=[CH:5][C:6]([NH:10][C:11](=[O:13])[CH3:12])=[CH:7][CH:8]=2)[CH2:3][CH2:2]1.CC(O)=[O:16].C(OC(C)=O)(C)=O, predict the reaction product.